This data is from NCI-60 drug combinations with 297,098 pairs across 59 cell lines. The task is: Regression. Given two drug SMILES strings and cell line genomic features, predict the synergy score measuring deviation from expected non-interaction effect. (1) Drug 1: C1=NC2=C(N1)C(=S)N=CN2. Drug 2: CC(C)NC(=O)C1=CC=C(C=C1)CNNC.Cl. Cell line: HT29. Synergy scores: CSS=19.9, Synergy_ZIP=-6.65, Synergy_Bliss=0.291, Synergy_Loewe=-15.5, Synergy_HSA=-3.43. (2) Drug 1: CC1C(C(CC(O1)OC2CC(CC3=C2C(=C4C(=C3O)C(=O)C5=C(C4=O)C(=CC=C5)OC)O)(C(=O)C)O)N)O.Cl. Drug 2: C1=NNC2=C1C(=O)NC=N2. Cell line: NCI/ADR-RES. Synergy scores: CSS=-6.38, Synergy_ZIP=0.325, Synergy_Bliss=-4.06, Synergy_Loewe=-6.50, Synergy_HSA=-5.99. (3) Drug 1: CC=C1C(=O)NC(C(=O)OC2CC(=O)NC(C(=O)NC(CSSCCC=C2)C(=O)N1)C(C)C)C(C)C. Drug 2: C1CN1C2=NC(=NC(=N2)N3CC3)N4CC4. Cell line: HCT116. Synergy scores: CSS=46.8, Synergy_ZIP=-3.00, Synergy_Bliss=-5.03, Synergy_Loewe=-11.9, Synergy_HSA=-1.84. (4) Drug 2: CC1=C(N=C(N=C1N)C(CC(=O)N)NCC(C(=O)N)N)C(=O)NC(C(C2=CN=CN2)OC3C(C(C(C(O3)CO)O)O)OC4C(C(C(C(O4)CO)O)OC(=O)N)O)C(=O)NC(C)C(C(C)C(=O)NC(C(C)O)C(=O)NCCC5=NC(=CS5)C6=NC(=CS6)C(=O)NCCC[S+](C)C)O. Cell line: A498. Drug 1: CNC(=O)C1=CC=CC=C1SC2=CC3=C(C=C2)C(=NN3)C=CC4=CC=CC=N4. Synergy scores: CSS=6.93, Synergy_ZIP=-2.86, Synergy_Bliss=-1.17, Synergy_Loewe=-2.66, Synergy_HSA=0.553.